From a dataset of Catalyst prediction with 721,799 reactions and 888 catalyst types from USPTO. Predict which catalyst facilitates the given reaction. (1) Reactant: [CH2:1]([O:8][C:9]([NH:11][C:12](=[CH2:17])[C:13]([O:15][CH3:16])=[O:14])=[O:10])[C:2]1[CH:7]=[CH:6][CH:5]=[CH:4][CH:3]=1.Br[C:19]12[CH2:26][CH2:25][CH:22]([CH2:23][CH2:24]1)[CH2:21][CH2:20]2.CC(N=NC(C#N)(C)C)(C#N)C.CCCC[SnH](CCCC)CCCC. Product: [CH2:1]([O:8][C:9]([NH:11][CH:12]([CH2:17][C:19]12[CH2:26][CH2:25][CH:22]([CH2:23][CH2:24]1)[CH2:21][CH2:20]2)[C:13]([O:15][CH3:16])=[O:14])=[O:10])[C:2]1[CH:3]=[CH:4][CH:5]=[CH:6][CH:7]=1. The catalyst class is: 48. (2) Reactant: [CH3:1][C:2]1[NH:6][N:5]=[C:4]([C:7]2[CH:12]=[CH:11][C:10]([CH3:13])=[C:9]([N+:14]([O-])=O)[CH:8]=2)[CH:3]=1. Product: [CH3:13][C:10]1[CH:11]=[CH:12][C:7]([C:4]2[NH:5][N:6]=[C:2]([CH3:1])[CH:3]=2)=[CH:8][C:9]=1[NH2:14]. The catalyst class is: 45. (3) Reactant: [OH:1][C:2]1[CH:11]=[C:10]2[C:5]([C:6]([O:12][C:13]3[CH:14]=[CH:15][C:16]([NH:19][C:20]([C:22]4[C:23](=[O:35])[N:24]([C:29]5[CH:34]=[CH:33][CH:32]=[CH:31][CH:30]=5)[N:25]([CH3:28])[C:26]=4[CH3:27])=[O:21])=[N:17][CH:18]=3)=[CH:7][CH:8]=[N:9]2)=[CH:4][CH:3]=1.C(=O)([O-])[O-].[Cs+].[Cs+].CS(O[CH2:47][CH2:48][CH2:49][N:50]([C:58]([O:60][C:61]([CH3:64])([CH3:63])[CH3:62])=[O:59])[CH:51]1[CH2:57][C:54]2([CH2:56][CH2:55]2)[O:53][CH2:52]1)(=O)=O. Product: [CH2:55]1[C:54]2([CH2:57][CH:51]([N:50]([CH2:49][CH2:48][CH2:47][O:1][C:2]3[CH:11]=[C:10]4[C:5]([C:6]([O:12][C:13]5[CH:14]=[CH:15][C:16]([NH:19][C:20]([C:22]6[C:23](=[O:35])[N:24]([C:29]7[CH:30]=[CH:31][CH:32]=[CH:33][CH:34]=7)[N:25]([CH3:28])[C:26]=6[CH3:27])=[O:21])=[N:17][CH:18]=5)=[CH:7][CH:8]=[N:9]4)=[CH:4][CH:3]=3)[C:58]([O:60][C:61]([CH3:63])([CH3:62])[CH3:64])=[O:59])[CH2:52][O:53]2)[CH2:56]1. The catalyst class is: 80. (4) Reactant: [Br:1][C:2]1[C:3](F)=[C:4]([C:8]([C:10]2[CH:15]=[CH:14][C:13]([F:16])=[CH:12][CH:11]=2)=O)[CH:5]=[CH:6][CH:7]=1.O.[NH2:19][NH2:20].CC(C)=O. Product: [Br:1][C:2]1[CH:7]=[CH:6][CH:5]=[C:4]2[C:3]=1[NH:20][N:19]=[C:8]2[C:10]1[CH:15]=[CH:14][C:13]([F:16])=[CH:12][CH:11]=1. The catalyst class is: 377. (5) Reactant: [Si:1]([O:8][CH2:9][C@@H:10]([N:19]1C(=O)C2C(=CC=CC=2)C1=O)[C:11]1[CH:16]=[CH:15][C:14]([Cl:17])=[C:13]([F:18])[CH:12]=1)([C:4]([CH3:7])([CH3:6])[CH3:5])([CH3:3])[CH3:2].C1COCC1.CO.O.NN. Product: [Si:1]([O:8][CH2:9][C@H:10]([C:11]1[CH:16]=[CH:15][C:14]([Cl:17])=[C:13]([F:18])[CH:12]=1)[NH2:19])([C:4]([CH3:7])([CH3:6])[CH3:5])([CH3:3])[CH3:2]. The catalyst class is: 1. (6) Reactant: [H-].[Na+].[CH3:3][C:4]1([CH3:15])[O:8][C@@H:7]([C@@H:9]2[CH2:13][NH:12][C:11](=[O:14])[CH2:10]2)[CH2:6][O:5]1.[CH2:16](Br)[C:17]1[CH:22]=[CH:21][CH:20]=[CH:19][CH:18]=1. Product: [CH2:16]([N:12]1[CH2:13][C@@H:9]([C@H:7]2[CH2:6][O:5][C:4]([CH3:15])([CH3:3])[O:8]2)[CH2:10][C:11]1=[O:14])[C:17]1[CH:22]=[CH:21][CH:20]=[CH:19][CH:18]=1. The catalyst class is: 1.